This data is from Reaction yield outcomes from USPTO patents with 853,638 reactions. The task is: Predict the reaction yield, written as a fraction of the theoretical maximum amount of product (1.0 means a 100% yield; for example, 0.34 means a 34% yield). (1) The reactants are [F:1][C:2]1[CH:7]=[CH:6][C:5]([N:8]2[C:12]([NH2:13])=[CH:11][C:10]([C:14]([F:17])([F:16])[F:15])=[N:9]2)=[CH:4][CH:3]=1.C([O-])([O-])=O.[K+].[K+].Cl[C:25]([O:27][C:28]1[CH:33]=[CH:32][CH:31]=[CH:30][CH:29]=1)=[O:26]. The catalyst is C1COCC1. The product is [F:1][C:2]1[CH:3]=[CH:4][C:5]([N:8]2[C:12]([NH:13][C:25](=[O:26])[O:27][C:28]3[CH:33]=[CH:32][CH:31]=[CH:30][CH:29]=3)=[CH:11][C:10]([C:14]([F:15])([F:17])[F:16])=[N:9]2)=[CH:6][CH:7]=1. The yield is 0.790. (2) The reactants are CC1C=CC(P(C2C=CC3C(=CC=CC=3)C=2C2C3C(=CC=CC=3)C=CC=2P(C2C=CC(C)=CC=2)C2C=CC(C)=CC=2)C2C=CC(C)=CC=2)=CC=1.[CH2:51]([O:58][CH:59]([CH3:68])[CH2:60][CH2:61][C:62]1[C:63](=[O:67])[CH2:64][CH2:65][CH:66]=1)[C:52]1[CH:57]=[CH:56][CH:55]=[CH:54][CH:53]=1.CCCCC. The catalyst is C(OCC)C. The product is [CH2:51]([O:58][CH:59]([CH3:68])[CH2:60][CH2:61][CH:62]1[CH2:66][CH2:65][CH2:64][C:63]1=[O:67])[C:52]1[CH:57]=[CH:56][CH:55]=[CH:54][CH:53]=1. The yield is 0.940. (3) The reactants are [CH3:1][O:2][C:3]1[S:7][C:6]2=[N:8][C:9]([C:11]3[O:12][C:13]4[C:14](=[C:16]([OH:20])[CH:17]=[CH:18][CH:19]=4)[CH:15]=3)=[CH:10][N:5]2[N:4]=1.C1(P(C2C=CC=CC=2)C2C=CC=CC=2)C=CC=CC=1.[CH2:40]([O:47][C:48]1[CH:49]=[C:50]([CH:53]=[CH:54][CH:55]=1)[CH2:51]O)[C:41]1[CH:46]=[CH:45][CH:44]=[CH:43][CH:42]=1.N(C(OC(C)C)=O)=NC(OC(C)C)=O. The product is [CH2:40]([O:47][C:48]1[CH:49]=[C:50]([CH:53]=[CH:54][CH:55]=1)[CH2:51][O:20][C:16]1[C:14]2[CH:15]=[C:11]([C:9]3[N:8]=[C:6]4[N:5]([CH:10]=3)[N:4]=[C:3]([O:2][CH3:1])[S:7]4)[O:12][C:13]=2[CH:19]=[CH:18][CH:17]=1)[C:41]1[CH:42]=[CH:43][CH:44]=[CH:45][CH:46]=1. The catalyst is O1CCCC1. The yield is 0.440.